This data is from Forward reaction prediction with 1.9M reactions from USPTO patents (1976-2016). The task is: Predict the product of the given reaction. Given the reactants [Br:1][C:2]1[CH:7]=[CH:6][CH:5]=[CH:4][C:3]=1[S:8](CC(N)=O)(=[O:10])=[O:9].Cl[CH2:16][C:17]([N:19]([CH2:22][CH3:23])[CH2:20][CH3:21])=[O:18], predict the reaction product. The product is: [Br:1][C:2]1[CH:7]=[CH:6][CH:5]=[CH:4][C:3]=1[S:8]([CH2:16][C:17]([N:19]([CH2:22][CH3:23])[CH2:20][CH3:21])=[O:18])(=[O:10])=[O:9].